Dataset: Experimentally validated miRNA-target interactions with 360,000+ pairs, plus equal number of negative samples. Task: Binary Classification. Given a miRNA mature sequence and a target amino acid sequence, predict their likelihood of interaction. (1) The miRNA is mmu-miR-690 with sequence AAAGGCUAGGCUCACAACCAAA. The protein sequence of the target gene is MPRERDSTDHSNMKEEGGSDLSVRSRKRKANVAVFLQDPDEEIAKIDKTVKSEDSSQPWDDNSACVDPCSFIPTPNKEEDNELEYPRTAFQPRKIRPPRASPLPVLNWGNREEVWRIMLNKEKTYLRDEHFLQRHPLLQARMRAVLLDWLMEVCEVYKLHRETFYLAQDFFDRYMASQHNIIKTLLQLIGISALFIASKLEEIYPPKLHQFAYVTDGACSGDEILTMELMMMKALKWRLSPLTIVSWLNVYVQVAYVNDTGEVLMPQYPQQVFVQIAELLDLCVLDVGCLEFPYGVLAAS.... Result: 0 (no interaction). (2) The protein sequence of the target gene is MPFHHVTAGLLYKGNYLNRSLSAGSDSEQLANISVEELDEIREAFRVLDRDGNGFISKQELGMAMRSLGYMPSEVELAIIMQRLDMDGDGQVDFDEFMTILGPKLVSSEGRDGFLGNTIDSIFWQFDMQRVTLEELKHILYHAFRDHLTMKDIENIIINEEESLNETSGNCQTEFEGVHSQKQNRQTCVRKSLICAFAMAFIISVMLIAANQILRSGME. The miRNA is hsa-miR-6787-5p with sequence UGGCGGGGGUAGAGCUGGCUGC. Result: 0 (no interaction). (3) The miRNA is hsa-miR-186-5p with sequence CAAAGAAUUCUCCUUUUGGGCU. The protein sequence of the target gene is MYGFVNHALELLVIRNYGPEVWEDIKKEAQLDEEGQFLVRIIYDDSKTYDLVAAASKVLNLNAGEILQMFGKMFFVFCQESGYDTILRVLGSNVREFLQNLDALHDHLATIYPGMRAPSFRCTDAEKGKGLILHYYSEREGLQDIVIGIIKTVAQQIHGTEIDMKVIQQRNEECDHTQFLIEEKESKEEDFYEDLDRFEENGTQESRISPYTFCKAFPFHIIFDRDLVVTQCGNAIYRVLPQLQPGNCSLLSVFSLVRPHIDISFHGILSHINTVFVLRSKEGLLDVEKLECEDELTGTE.... Result: 1 (interaction). (4) The miRNA is mmu-miR-181a-5p with sequence AACAUUCAACGCUGUCGGUGAGU. The protein sequence of the target gene is MVRGARQSQQPRSRLAPRLSGTVEKPPRKRKSRTEFTLKETMSSGGAEDDIPQGERKTVTDFCYLLDKSKQLFNGLRDLPQYGQKQWQSYFGRTFDVYTKLWKFQQQHRQVLDNRYGLKRWQIGEIASKIGQLYYHYYLRTSETSYLNEAFSFYSAIRQRSYYSQVNKEDRPELVVKKLRYYARFIVVCLLLNKMDVVKDLVKELSDEIEDYTHRFNTEDQVEWNLVLQEVAAFIEADPVMVLNDDNTIVITSNRLAETGAPLLEQGMIVGQLSLADALIIGNCNNQVKFSELTVDMFRM.... Result: 1 (interaction).